From a dataset of Forward reaction prediction with 1.9M reactions from USPTO patents (1976-2016). Predict the product of the given reaction. Given the reactants [C:1]([NH:4][C:5]1[NH:6][C:7](=O)[C:8]2[N:14]=[C:13]([Cl:15])[CH:12]=[CH:11][C:9]=2[N:10]=1)(=[O:3])[CH3:2].C(N(C(C)C)CC)(C)C.O=P(Cl)(Cl)[Cl:28], predict the reaction product. The product is: [C:1]([NH:4][C:5]1[N:6]=[C:7]([Cl:28])[C:8]2[N:14]=[C:13]([Cl:15])[CH:12]=[CH:11][C:9]=2[N:10]=1)(=[O:3])[CH3:2].